This data is from Catalyst prediction with 721,799 reactions and 888 catalyst types from USPTO. The task is: Predict which catalyst facilitates the given reaction. (1) Reactant: [CH3:1][C:2]1[CH:3]=[C:4]([CH:30]=[CH:31][C:32]=1[S:33]([CH3:37])=[N:34][C:35]#[N:36])[CH2:5][NH:6][C:7]([C:9]1[C:14](=[O:15])[C:13]([C:16]2[CH:21]=[CH:20][CH:19]=[C:18]([C:22]([F:25])([F:24])[F:23])[CH:17]=2)=[C:12]([CH3:26])[N:11]([CH:27]([CH3:29])[CH3:28])[CH:10]=1)=[O:8].C(O)(=[O:40])C.[Mn]([O-])(=O)(=O)=O.[K+].S([O-])([O-])(=O)=S.[Na+].[Na+]. Product: [CH3:1][C:2]1[CH:3]=[C:4]([CH:30]=[CH:31][C:32]=1[S:33]([CH3:37])(=[N:34][C:35]#[N:36])=[O:40])[CH2:5][NH:6][C:7]([C:9]1[C:14](=[O:15])[C:13]([C:16]2[CH:21]=[CH:20][CH:19]=[C:18]([C:22]([F:25])([F:24])[F:23])[CH:17]=2)=[C:12]([CH3:26])[N:11]([CH:27]([CH3:29])[CH3:28])[CH:10]=1)=[O:8]. The catalyst class is: 47. (2) Reactant: [NH2:1][C:2]1[C:7]([NH2:8])=[C:6]([NH:9][C@@H:10]2[C@@H:15]3[CH2:16][C@@H:12]([CH:13]=[CH:14]3)[C@@H:11]2[C:17]([NH2:19])=[O:18])[C:5]([Cl:20])=[CH:4][N:3]=1.[N:21]([C:24]1[CH:29]=[CH:28][CH:27]=[CH:26][CH:25]=1)=[C:22]=S.N=C=N. Product: [Cl:20][C:5]1[C:6]([NH:9][C@@H:10]2[C@@H:15]3[CH2:16][C@@H:12]([CH:13]=[CH:14]3)[C@@H:11]2[C:17]([NH2:19])=[O:18])=[C:7]2[N:8]=[C:22]([NH:21][C:24]3[CH:29]=[CH:28][CH:27]=[CH:26][CH:25]=3)[NH:1][C:2]2=[N:3][CH:4]=1. The catalyst class is: 7.